Predict which catalyst facilitates the given reaction. From a dataset of Catalyst prediction with 721,799 reactions and 888 catalyst types from USPTO. (1) Reactant: [CH2:1]([O:3][C:4]([C:6]1[C:17]2[CH2:16][CH2:15][C:14]3[C:10](=[CH:11][N:12](C(C4C=CC=CC=4)(C4C=CC=CC=4)C4C=CC=CC=4)[N:13]=3)[C:9]=2[N:8]([CH3:37])[C:7]=1C(OC(C)(C)C)=O)=[O:5])[CH3:2]. Product: [CH2:1]([O:3][C:4]([C:6]1[C:17]2[CH2:16][CH2:15][C:14]3[NH:13][N:12]=[CH:11][C:10]=3[C:9]=2[N:8]([CH3:37])[CH:7]=1)=[O:5])[CH3:2]. The catalyst class is: 811. (2) Product: [CH3:23][C:30]([N:2]1[CH:3]=[C:4]([C:6]2[C:7]3[CH:14]=[CH:13][NH:12][C:8]=3[N:9]=[CH:10][N:11]=2)[CH:5]=[N:1]1)([CH3:31])[CH2:29][CH2:39][C:38]#[N:37]. Reactant: [NH:1]1[CH:5]=[C:4]([C:6]2[C:7]3[CH:14]=[CH:13][N:12](COCC[Si](C)(C)C)[C:8]=3[N:9]=[CH:10][N:11]=2)[CH:3]=[N:2]1.[C:23](O)(=O)C=CC.[CH2:29]1[CH2:39][CH2:38][N:37]2C(=NCCC2)[CH2:31][CH2:30]1. The catalyst class is: 10. (3) Reactant: [F:1][C:2]1[C:3]([I:12])=[CH:4][C:5]([CH2:10][OH:11])=[C:6]([CH2:8][OH:9])[CH:7]=1.C(N(CC)CC)C.[CH3:20][S:21](Cl)(=[O:23])=[O:22]. Product: [F:1][C:2]1[C:3]([I:12])=[CH:4][C:5]([CH2:10][O:11][S:21]([CH3:20])(=[O:23])=[O:22])=[C:6]([CH2:8][O:9][S:21]([CH3:20])(=[O:23])=[O:22])[CH:7]=1. The catalyst class is: 46. (4) Reactant: [NH2:1][C:2]1[CH:3]=[C:4]2[C:9](=[CH:10][CH:11]=1)[N:8]=[CH:7][C:6]([C:12]#[N:13])=[C:5]2[NH:14][C:15]1[CH:20]=[CH:19][C:18]([F:21])=[C:17]([Cl:22])[CH:16]=1.[N:23]1[CH:28]=[CH:27][CH:26]=[C:25]([CH:29]=O)[CH:24]=1.[BH3-]C#N.[Na+]. Product: [Cl:22][C:17]1[CH:16]=[C:15]([NH:14][C:5]2[C:4]3[C:9](=[CH:10][CH:11]=[C:2]([NH:1][CH2:29][C:25]4[CH:24]=[N:23][CH:28]=[CH:27][CH:26]=4)[CH:3]=3)[N:8]=[CH:7][C:6]=2[C:12]#[N:13])[CH:20]=[CH:19][C:18]=1[F:21]. The catalyst class is: 14. (5) Reactant: [N:1]1([C:7](=[S:9])[NH2:8])[CH2:6][CH2:5][CH2:4][CH2:3][CH2:2]1.[Cl:10][CH2:11][C:12](=O)[CH2:13]Cl.C(=O)(O)[O-].[Na+]. Product: [Cl:10][CH2:11][C:12]1[N:8]=[C:7]([N:1]2[CH2:6][CH2:5][CH2:4][CH2:3][CH2:2]2)[S:9][CH:13]=1. The catalyst class is: 8. (6) Reactant: C(O)(=O)C.[CH3:5][C:6]1[S:7][C:8]([C:11]([NH2:13])=[NH:12])=[CH:9][N:10]=1.[Cl:14][C:15]1[CH:22]=[C:21]([F:23])[CH:20]=[CH:19][C:16]=1[CH:17]=O.[C:24]([O:30][CH2:31][CH3:32])(=[O:29])[CH2:25][C:26]([CH3:28])=O.C([O-])(=O)C.[Na+]. Product: [CH3:5][C:6]1[S:7][C:8]([C:11]2[NH:13][C:26]([CH3:28])=[C:25]([C:24]([O:30][CH2:31][CH3:32])=[O:29])[CH:17]([C:16]3[CH:19]=[CH:20][C:21]([F:23])=[CH:22][C:15]=3[Cl:14])[N:12]=2)=[CH:9][N:10]=1. The catalyst class is: 8. (7) Reactant: [F:1][C:2]([F:9])([F:8])[CH2:3][S:4](Cl)(=[O:6])=[O:5].[CH2:10]([N:12]1[C:16]([O:17][C:18]2[CH:23]=[CH:22][C:21]([C:24]([F:27])([F:26])[F:25])=[CH:20][CH:19]=2)=[CH:15][C:14]([C:28]2[CH:29]=[C:30]([C:34]([NH2:37])([CH3:36])[CH3:35])[CH:31]=[CH:32][CH:33]=2)=[N:13]1)[CH3:11].C(N(CC)CC)C. Product: [CH2:10]([N:12]1[C:16]([O:17][C:18]2[CH:23]=[CH:22][C:21]([C:24]([F:26])([F:25])[F:27])=[CH:20][CH:19]=2)=[CH:15][C:14]([C:28]2[CH:29]=[C:30]([C:34]([NH:37][S:4]([CH2:3][C:2]([F:9])([F:8])[F:1])(=[O:6])=[O:5])([CH3:36])[CH3:35])[CH:31]=[CH:32][CH:33]=2)=[N:13]1)[CH3:11]. The catalyst class is: 4.